Dataset: Forward reaction prediction with 1.9M reactions from USPTO patents (1976-2016). Task: Predict the product of the given reaction. Given the reactants [CH2:1]([OH:5])[CH2:2][C:3]#[CH:4].[CH3:6][C:7]1[CH:12]=[CH:11][C:10]([S:13]([O-:16])(=[O:15])=O)=[CH:9][CH:8]=1.I[C:18]1[CH:23]=[CH:22][CH:21]=[CH:20][CH:19]=1.C(N(CC)CC)C, predict the reaction product. The product is: [C:18]1([C:4]#[C:3][CH2:2][CH2:1][O:5][S:13]([C:10]2[CH:9]=[CH:8][C:7]([CH3:6])=[CH:12][CH:11]=2)(=[O:15])=[O:16])[CH:23]=[CH:22][CH:21]=[CH:20][CH:19]=1.